Dataset: Forward reaction prediction with 1.9M reactions from USPTO patents (1976-2016). Task: Predict the product of the given reaction. Given the reactants [F:1][C:2]([F:23])([F:22])[C:3]1[CH:4]=[C:5]([CH:15]=[C:16]([C:18]([F:21])([F:20])[F:19])[CH:17]=1)[C:6]([N:8]1[CH2:13][CH2:12][C:11](=O)[CH2:10][CH2:9]1)=[O:7].Cl.[NH2:25][OH:26], predict the reaction product. The product is: [F:1][C:2]([F:23])([F:22])[C:3]1[CH:4]=[C:5]([C:6]([N:8]2[CH2:13][CH2:12][C:11](=[N:25][OH:26])[CH2:10][CH2:9]2)=[O:7])[CH:15]=[C:16]([C:18]([F:21])([F:20])[F:19])[CH:17]=1.